The task is: Predict the product of the given reaction.. This data is from Forward reaction prediction with 1.9M reactions from USPTO patents (1976-2016). (1) The product is: [F:20][C:21]1[CH:22]=[C:23]([CH3:31])[C:24]([I:30])=[C:25]([CH:29]=1)[C:26]([N:4]1[CH2:5][CH2:6][CH2:7][C@@H:2]([CH3:1])[C@H:3]1[CH2:8][N:9]1[C:17](=[O:18])[C:16]2[C:11](=[CH:12][CH:13]=[CH:14][CH:15]=2)[C:10]1=[O:19])=[O:27]. Given the reactants [CH3:1][C@@H:2]1[CH2:7][CH2:6][CH2:5][NH:4][C@@H:3]1[CH2:8][N:9]1[C:17](=[O:18])[C:16]2[C:11](=[CH:12][CH:13]=[CH:14][CH:15]=2)[C:10]1=[O:19].[F:20][C:21]1[CH:22]=[C:23]([CH3:31])[C:24]([I:30])=[C:25]([CH:29]=1)[C:26](O)=[O:27].CCN(C(C)C)C(C)C.CN(C(ON1N=NC2C=CC=NC1=2)=[N+](C)C)C.F[P-](F)(F)(F)(F)F, predict the reaction product. (2) Given the reactants [CH3:1][N:2]1[CH2:8][CH2:7][CH2:6][NH:5][CH2:4][CH2:3]1.[C:9]([O:13][C:14](=[O:49])[NH:15][C@H:16]1[CH2:21][CH2:20][C@@H:19]([N:22]2[C:27](=[O:28])[C:26]3[CH:29]=[C:30]([F:33])[CH:31]=[N:32][C:25]=3[N:24]([C:34]3[CH:35]=[C:36]([C:40]4[CH:45]=[CH:44][C:43]([CH:46]=O)=[CH:42][CH:41]=4)[CH:37]=[CH:38][CH:39]=3)[C:23]2=[O:48])[CH2:18][CH2:17]1)([CH3:12])([CH3:11])[CH3:10].S([O-])([O-])(=O)=O.[Na+].[Na+].C(O[BH-](OC(=O)C)OC(=O)C)(=O)C.[Na+], predict the reaction product. The product is: [C:9]([O:13][C:14](=[O:49])[NH:15][C@H:16]1[CH2:17][CH2:18][C@@H:19]([N:22]2[C:27](=[O:28])[C:26]3[CH:29]=[C:30]([F:33])[CH:31]=[N:32][C:25]=3[N:24]([C:34]3[CH:35]=[C:36]([C:40]4[CH:45]=[CH:44][C:43]([CH2:46][N:5]5[CH2:6][CH2:7][CH2:8][N:2]([CH3:1])[CH2:3][CH2:4]5)=[CH:42][CH:41]=4)[CH:37]=[CH:38][CH:39]=3)[C:23]2=[O:48])[CH2:20][CH2:21]1)([CH3:10])([CH3:11])[CH3:12].